The task is: Predict the product of the given reaction.. This data is from Forward reaction prediction with 1.9M reactions from USPTO patents (1976-2016). (1) Given the reactants [F:1][C:2]1[CH:7]=[CH:6][CH:5]=[CH:4][C:3]=1[C:8]1[N:12]([S:13]([C:16]2[CH:21]=[CH:20][CH:19]=[C:18]([S:22]([CH3:25])(=[O:24])=[O:23])[CH:17]=2)(=[O:15])=[O:14])[CH:11]=[C:10]([CH:26]=O)[CH:9]=1.CO.[CH3:30][NH2:31].[BH4-].[Na+].[ClH:34].C(=O)([O-])O.[Na+], predict the reaction product. The product is: [ClH:34].[F:1][C:2]1[CH:7]=[CH:6][CH:5]=[CH:4][C:3]=1[C:8]1[N:12]([S:13]([C:16]2[CH:21]=[CH:20][CH:19]=[C:18]([S:22]([CH3:25])(=[O:24])=[O:23])[CH:17]=2)(=[O:15])=[O:14])[CH:11]=[C:10]([CH2:26][NH:31][CH3:30])[CH:9]=1. (2) Given the reactants C[O:2][C:3]1[CH:8]=[CH:7][C:6]2[C:9]3[N:10]([CH2:21][CH2:22][CH2:23][CH2:24][CH2:25][N:26]4[CH2:31][CH2:30][CH2:29][CH2:28][CH2:27]4)[C:11]4[C:16]([C:17]=3[CH2:18][CH2:19][S:20][C:5]=2[CH:4]=1)=[CH:15][CH:14]=[CH:13][CH:12]=4, predict the reaction product. The product is: [OH:2][C:3]1[CH:8]=[CH:7][C:6]2[C:9]3[N:10]([CH2:21][CH2:22][CH2:23][CH2:24][CH2:25][N:26]4[CH2:31][CH2:30][CH2:29][CH2:28][CH2:27]4)[C:11]4[C:16]([C:17]=3[CH2:18][CH2:19][S:20][C:5]=2[CH:4]=1)=[CH:15][CH:14]=[CH:13][CH:12]=4. (3) Given the reactants [C:1]([O:5][C:6](=[O:26])[NH:7][CH:8]([C:18]1[CH:23]=[CH:22][C:21]([CH3:24])=[C:20]([Cl:25])[CH:19]=1)[C:9]([C:11]1[CH:16]=[CH:15][C:14]([OH:17])=[CH:13][CH:12]=1)=[O:10])([CH3:4])([CH3:3])[CH3:2].[CH:27](O)([CH3:29])[CH3:28], predict the reaction product. The product is: [C:1]([O:5][C:6](=[O:26])[NH:7][CH:8]([C:18]1[CH:23]=[CH:22][C:21]([CH3:24])=[C:20]([Cl:25])[CH:19]=1)[C:9]([C:11]1[CH:16]=[CH:15][C:14]([O:17][CH:27]([CH3:29])[CH3:28])=[CH:13][CH:12]=1)=[O:10])([CH3:4])([CH3:2])[CH3:3]. (4) Given the reactants [CH3:1][O:2][C:3](=[O:11])[C:4]1[CH:9]=[CH:8][CH:7]=[N:6][C:5]=1[NH2:10].C(=O)(O)[O-].[Na+].[N+:17]([O-])([OH:19])=[O:18], predict the reaction product. The product is: [CH3:1][O:2][C:3](=[O:11])[C:4]1[CH:9]=[C:8]([N+:17]([O-:19])=[O:18])[CH:7]=[N:6][C:5]=1[NH2:10].